This data is from Full USPTO retrosynthesis dataset with 1.9M reactions from patents (1976-2016). The task is: Predict the reactants needed to synthesize the given product. (1) Given the product [Br:1][C:2]1[CH:3]=[CH:4][C:5]([O:17][C:18]2[CH:19]=[C:20]([CH:24]=[C:25]3[CH2:30][CH2:29][CH:28]([NH2:31])[CH2:27][CH2:26]3)[CH:21]=[CH:22][CH:23]=2)=[N:6][CH:7]=1, predict the reactants needed to synthesize it. The reactants are: [Br:1][C:2]1[CH:3]=[CH:4][C:5](Cl)=[N:6][CH:7]=1.FC(F)(F)C1C=CC([O:17][C:18]2[CH:19]=[C:20]([CH:24]=[C:25]3[CH2:30][CH2:29][CH:28]([NH2:31])[CH2:27][CH2:26]3)[CH:21]=[CH:22][CH:23]=2)=NC=1. (2) Given the product [CH3:11][N:12]([CH3:14])[CH2:13][C:3]1[C:4]2[C:5](=[N:6][CH:7]=[CH:8][CH:9]=2)[NH:1][CH:2]=1, predict the reactants needed to synthesize it. The reactants are: [NH:1]1[C:5]2=[N:6][CH:7]=[CH:8][CH:9]=[C:4]2[CH:3]=[CH:2]1.Cl.[CH3:11][NH:12][CH3:13].[CH2:14]=O.